Dataset: Full USPTO retrosynthesis dataset with 1.9M reactions from patents (1976-2016). Task: Predict the reactants needed to synthesize the given product. (1) Given the product [ClH:33].[NH2:1][C:2]([C:4]1[O:5][C:6]2[CH:31]=[CH:30][C:29]([Br:32])=[CH:28][C:7]=2[C:8]=1[NH:9][C:10](=[O:27])[C@H:11]([CH2:20][C:21]1[CH:26]=[CH:25][CH:24]=[CH:23][CH:22]=1)[NH2:12])=[O:3], predict the reactants needed to synthesize it. The reactants are: [NH2:1][C:2]([C:4]1[O:5][C:6]2[CH:31]=[CH:30][C:29]([Br:32])=[CH:28][C:7]=2[C:8]=1[NH:9][C:10](=[O:27])[C@H:11]([CH2:20][C:21]1[CH:26]=[CH:25][CH:24]=[CH:23][CH:22]=1)[NH:12]C(OC(C)(C)C)=O)=[O:3].[ClH:33].O1CCOCC1. (2) Given the product [F:24][C:20]1([F:23])[CH2:21][CH2:22][N:18]([C:16]([CH:14]2[NH:13][CH2:12][CH:11]([CH2:10][NH:9][C:7](=[O:8])[C:6]3[CH:5]=[C:4]([CH:27]=[CH:26][CH:25]=3)[C:3]([OH:28])=[O:2])[CH2:15]2)=[O:17])[CH2:19]1, predict the reactants needed to synthesize it. The reactants are: C[O:2][C:3](=[O:28])[C:4]1[CH:27]=[CH:26][CH:25]=[C:6]([C:7]([NH:9][CH2:10][C@H:11]2[CH2:15][C@@H:14]([C:16]([N:18]3[CH2:22][CH2:21][C:20]([F:24])([F:23])[CH2:19]3)=[O:17])[NH:13][CH2:12]2)=[O:8])[CH:5]=1.[Li+].[OH-].FC(F)(F)C(O)=O. (3) Given the product [CH2:17]([C:16]([C:21]1[CH:22]=[C:23]([CH3:29])[C:24]([OH:28])=[C:25]([CH3:27])[CH:26]=1)([C:13]1[CH:14]=[CH:15][C:10]([C:5]#[C:4][C:3]([CH2:6][CH3:7])([OH:8])[CH2:1][CH3:2])=[C:11]([CH3:30])[CH:12]=1)[CH2:19][CH3:20])[CH3:18], predict the reactants needed to synthesize it. The reactants are: [CH2:1]([C:3]([OH:8])([CH2:6][CH3:7])[C:4]#[CH:5])[CH3:2].Br[C:10]1[CH:15]=[CH:14][C:13]([C:16]([C:21]2[CH:26]=[C:25]([CH3:27])[C:24]([OH:28])=[C:23]([CH3:29])[CH:22]=2)([CH2:19][CH3:20])[CH2:17][CH3:18])=[CH:12][C:11]=1[CH3:30].C(=O)(O)[O-].[Na+].